Task: Predict the reactants needed to synthesize the given product.. Dataset: Full USPTO retrosynthesis dataset with 1.9M reactions from patents (1976-2016) (1) Given the product [C:3]([OH:4])(=[O:2])[CH3:9].[CH2:24]([NH:23][C:21]1[NH:20][C:18]([NH:17][CH2:9][CH2:10][CH2:11][CH2:12][CH2:13][CH2:14][CH2:15][CH3:16])=[N:19][CH2:1][N:22]=1)[CH2:25][CH2:26][CH2:27][CH2:28][CH2:29][CH2:30][CH3:31], predict the reactants needed to synthesize it. The reactants are: [CH3:1][O:2][CH2:3][O:4]C.Cl.Cl.Cl.[CH2:9]([NH:17][C:18]([NH:20][C:21]([NH:23][CH2:24][CH2:25][CH2:26][CH2:27][CH2:28][CH2:29][CH2:30][CH3:31])=[NH:22])=[NH:19])[CH2:10][CH2:11][CH2:12][CH2:13][CH2:14][CH2:15][CH3:16]. (2) Given the product [CH3:20][O:19][C:14]1[CH:15]=[CH:16][CH:17]=[CH:18][C:13]=1[C:11]1[O:12][C:8]([CH2:7][CH2:6][CH2:5][CH2:4][C:3]([OH:21])=[O:2])=[CH:9][N:10]=1, predict the reactants needed to synthesize it. The reactants are: C[O:2][C:3](=[O:21])[CH2:4][CH2:5][CH2:6][CH2:7][C:8]1[O:12][C:11]([C:13]2[CH:18]=[CH:17][CH:16]=[CH:15][C:14]=2[O:19][CH3:20])=[N:10][CH:9]=1.C1COCC1.[OH-].[Na+]. (3) Given the product [CH3:1][CH:2]1[CH2:4][CH:3]1[C:5]([O:7][C:8]1[CH:13]=[CH:12][CH:11]=[CH:10][CH:9]=1)=[O:6], predict the reactants needed to synthesize it. The reactants are: [CH3:1][C@@H:2]1[CH2:4][C@H:3]1[C:5]([OH:7])=[O:6].[C:8]1(O)[CH:13]=[CH:12][CH:11]=[CH:10][CH:9]=1.CCN=C=NCCCN(C)C.Cl. (4) Given the product [C:1]([O:5][C:6]([N:8]1[CH2:12][C@H:11]([CH2:13][C:14]2[CH:19]=[CH:18][CH:17]=[CH:16][CH:15]=2)[C@@H:10]([CH2:20][N:21]([CH2:29][C:30]2[CH:35]=[CH:34][CH:33]=[CH:32][C:31]=2[NH:36][C:37](=[O:39])[CH3:38])[C:22]2[CH:27]=[CH:26][C:25]([Cl:28])=[CH:24][CH:23]=2)[CH2:9]1)=[O:7])([CH3:4])([CH3:2])[CH3:3], predict the reactants needed to synthesize it. The reactants are: [C:1]([O:5][C:6]([N:8]1[CH2:12][C@H:11]([CH2:13][C:14]2[CH:19]=[CH:18][CH:17]=[CH:16][CH:15]=2)[C@@H:10]([CH2:20][N:21]([CH2:29][C:30]2[CH:35]=[CH:34][CH:33]=[CH:32][C:31]=2[NH2:36])[C:22]2[CH:27]=[CH:26][C:25]([Cl:28])=[CH:24][CH:23]=2)[CH2:9]1)=[O:7])([CH3:4])([CH3:3])[CH3:2].[C:37](OC(=O)C)(=[O:39])[CH3:38]. (5) Given the product [CH3:47][N:48]([CH3:55])[CH2:49][C:50]([CH3:54])([CH3:53])[CH2:51][NH:52][C:21]1[N:20]=[C:19]([O:18][C:11]2[C:12]3[C:17](=[CH:16][CH:15]=[CH:14][CH:13]=3)[C:8]([NH:7][C:5](=[O:6])[C:4]3[CH:27]=[C:28]([N:30]4[CH2:35][CH2:34][O:33][CH2:32][CH2:31]4)[CH:29]=[C:2]([F:1])[CH:3]=3)=[CH:9][CH:10]=2)[CH:24]=[CH:23][N:22]=1, predict the reactants needed to synthesize it. The reactants are: [F:1][C:2]1[CH:3]=[C:4]([CH:27]=[C:28]([N:30]2[CH2:35][CH2:34][O:33][CH2:32][CH2:31]2)[CH:29]=1)[C:5]([NH:7][C:8]1[C:17]2[C:12](=[CH:13][CH:14]=[CH:15][CH:16]=2)[C:11]([O:18][C:19]2[CH:24]=[CH:23][N:22]=[C:21](SC)[N:20]=2)=[CH:10][CH:9]=1)=[O:6].C1C=C(Cl)C=C(C(OO)=O)C=1.[CH3:47][N:48]([CH3:55])[CH2:49][C:50]([CH3:54])([CH3:53])[CH2:51][NH2:52]. (6) Given the product [NH:21]1[CH2:22][CH:19]([CH2:18][NH:17][C:14]([C:9]2[C:7]3[NH:8][C:4]([CH:1]4[CH2:2][CH2:3]4)=[N:5][C:6]=3[C:12]([OH:13])=[CH:11][CH:10]=2)=[O:16])[CH2:20]1, predict the reactants needed to synthesize it. The reactants are: [CH:1]1([C:4]2[NH:8][C:7]3[C:9]([C:14]([OH:16])=O)=[CH:10][CH:11]=[C:12]([OH:13])[C:6]=3[N:5]=2)[CH2:3][CH2:2]1.[NH2:17][CH2:18][CH:19]1[CH2:22][N:21](C(OC(C)(C)C)=O)[CH2:20]1.